This data is from Catalyst prediction with 721,799 reactions and 888 catalyst types from USPTO. The task is: Predict which catalyst facilitates the given reaction. (1) Reactant: Cl[C:2]1[N:7]=[C:6]([C:8]([O:10][C:11]([CH3:14])([CH3:13])[CH3:12])=[O:9])[CH:5]=[CH:4][N:3]=1.[CH2:15]([N:22]1[CH2:27][CH2:26][NH:25][C@H:24]([CH3:28])[CH2:23]1)[C:16]1[CH:21]=[CH:20][CH:19]=[CH:18][CH:17]=1.C(N(CC)C(C)C)(C)C.CO. Product: [CH2:15]([N:22]1[CH2:27][CH2:26][N:25]([C:2]2[N:7]=[C:6]([C:8]([O:10][C:11]([CH3:14])([CH3:13])[CH3:12])=[O:9])[CH:5]=[CH:4][N:3]=2)[C@H:24]([CH3:28])[CH2:23]1)[C:16]1[CH:17]=[CH:18][CH:19]=[CH:20][CH:21]=1. The catalyst class is: 10. (2) Reactant: [O:1]1[CH:5]=[CH:4][CH:3]=[C:2]1[C:6]1[N:11]=[C:10]([NH:12][CH2:13][CH2:14][NH:15]C(=O)OC(C)(C)C)[CH:9]=[C:8]([N:23]2[CH:27]=[CH:26][CH:25]=[N:24]2)[N:7]=1.FC(F)(F)C(O)=O. Product: [O:1]1[CH:5]=[CH:4][CH:3]=[C:2]1[C:6]1[N:11]=[C:10]([NH:12][CH2:13][CH2:14][NH2:15])[CH:9]=[C:8]([N:23]2[CH:27]=[CH:26][CH:25]=[N:24]2)[N:7]=1. The catalyst class is: 22.